From a dataset of Experimentally validated miRNA-target interactions with 360,000+ pairs, plus equal number of negative samples. Binary Classification. Given a miRNA mature sequence and a target amino acid sequence, predict their likelihood of interaction. (1) The miRNA is hsa-miR-4525 with sequence GGGGGGAUGUGCAUGCUGGUU. The protein sequence of the target gene is MAESGLAMWPSLLLLLLLPGPPPVAGLEDAAFPHLGESLQPLPRACPLRCSCPRVDTVDCDGLDLRVFPDNITRAAQHLSLQNNQLQELPYNELSRLSGLRTLNLHNNLISSEGLPDEAFESLTQLQHLCVAHNKLSVAPQFLPRSLRVADLAANQVMEIFPLTFGEKPALRSVYLHNNQLSNAGLPPDAFRGSEAIATLSLSNNQLSYLPPSLPPSLERLHLQNNLISKVPRGALSRQTQLRELYLQHNQLTDSGLDATTFSKLHSLEYLDLSHNQLTTVPAGLPRTLAILHLGRNRIR.... Result: 0 (no interaction). (2) The miRNA is hsa-miR-4429 with sequence AAAAGCUGGGCUGAGAGGCG. The protein sequence of the target gene is MASTAVQLLGFLLSFLGMVGTLITTILPHWRRTAHVGTNILTAVSYLKGLWMECVWHSTGIYQCQIYRSLLALPQDLQAARALMVISCLLSGIACACAVIGMKCTRCAKGTPAKTTFAILGGTLFILAGLLCMVAVSWTTNDVVQNFYNPLLPSGMKFEIGQALYLGFISSSLSLIGGTLLCLSCQDEAPYRPYQAPPRATTTTANTAPAYQPPAAYKDNRAPSVTSATHSGYRLNDYV. Result: 0 (no interaction).